This data is from Catalyst prediction with 721,799 reactions and 888 catalyst types from USPTO. The task is: Predict which catalyst facilitates the given reaction. (1) Reactant: [N:1]#[C:2]Br.[F:4][C:5]1[CH:10]=[CH:9][C:8]([C:11]2[C:16]([C:17]3[CH:18]=[N:19][C:20]([CH2:23][NH2:24])=[CH:21][CH:22]=3)=[CH:15][CH:14]=[CH:13][N:12]=2)=[CH:7][C:6]=1[CH3:25].CCN(C(C)C)C(C)C.C1(C)C=CC=CC=1. Product: [F:4][C:5]1[CH:10]=[CH:9][C:8]([C:11]2[C:16]([C:17]3[CH:22]=[CH:21][C:20]4[N:19]([C:2]([NH2:1])=[N:24][CH:23]=4)[CH:18]=3)=[CH:15][CH:14]=[CH:13][N:12]=2)=[CH:7][C:6]=1[CH3:25]. The catalyst class is: 10. (2) Reactant: [CH3:1][O:2][C:3]1[CH:8]=[C:7](C)[CH:6]=[CH:5][C:4]=1[S:10]([NH2:13])(=[O:12])=[O:11].[C:14]([O-:17])(O)=[O:15].[Na+].[O-][Mn](=O)(=O)=O.[K+]. Product: [CH3:1][O:2][C:3]1[CH:8]=[C:7]([CH:6]=[CH:5][C:4]=1[S:10](=[O:12])(=[O:11])[NH2:13])[C:14]([OH:17])=[O:15]. The catalyst class is: 6. (3) Reactant: [Cl:1][C:2]1[CH:3]=[C:4]2[NH:22][C:21]([O:23][C@@H:24]3[CH2:28][O:27][C@@H:26]4[C:29](=[O:32])[CH2:30][O:31][C@H:25]34)=[N:20][C:5]2=[N:6][C:7]=1[C:8]1[CH:13]=[CH:12][C:11]([C:14]2[CH:19]=[CH:18][CH:17]=[CH:16][CH:15]=2)=[CH:10][CH:9]=1.[CH2:33]([Mg]Br)[CH:34]=[CH2:35].CCOCC. Product: [CH2:35]([C@:29]1([OH:32])[C@H:26]2[O:27][CH2:28][C@@H:24]([O:23][C:21]3[NH:22][C:4]4[C:5]([N:20]=3)=[N:6][C:7]([C:8]3[CH:13]=[CH:12][C:11]([C:14]5[CH:15]=[CH:16][CH:17]=[CH:18][CH:19]=5)=[CH:10][CH:9]=3)=[C:2]([Cl:1])[CH:3]=4)[C@H:25]2[O:31][CH2:30]1)[CH:34]=[CH2:33]. The catalyst class is: 1. (4) Reactant: [NH2:1][C@H:2]([C:4](OC)=[O:5])[CH3:3].Cl.[NH:9]1[CH2:16][CH2:15][CH2:14][C@H:10]1[C:11]([OH:13])=[O:12]. Product: [NH2:1][C@H:2]([C:4]([N:9]1[CH2:16][CH2:15][CH2:14][C@H:10]1[C:11]([OH:13])=[O:12])=[O:5])[CH3:3]. The catalyst class is: 6. (5) Reactant: O.C(C(CCCC)C([O-])=O)C.[K+:12].[Br:13][C:14]1[CH:19]=[C:18]([F:20])[CH:17]=[CH:16][C:15]=1[NH:21][S:22]([C@@H:25]1[CH2:38][CH2:37][C:28]2([O:32][C@H:31]([CH2:33][OH:34])[C@@H:30]([CH2:35][OH:36])[O:29]2)[CH:27]=[C:26]1[C:39]([O:41][CH2:42][CH3:43])=[O:40])(=[O:24])=[O:23]. Product: [Br:13][C:14]1[CH:19]=[C:18]([F:20])[CH:17]=[CH:16][C:15]=1[N-:21][S:22]([C@@H:25]1[CH2:38][CH2:37][C:28]2([O:29][C@H:30]([CH2:35][OH:36])[C@@H:31]([CH2:33][OH:34])[O:32]2)[CH:27]=[C:26]1[C:39]([O:41][CH2:42][CH3:43])=[O:40])(=[O:24])=[O:23].[K+:12]. The catalyst class is: 13. (6) Reactant: Cl[C:2]1[N:7]=[C:6]2[NH:8][N:9]=[CH:10][C:5]2=[C:4]([NH:11][C:12]2[CH:13]=[C:14]([CH:28]=[CH:29][C:30]=2[CH3:31])[C:15]([NH:17][C:18]2[CH:23]=[CH:22][CH:21]=[C:20]([C:24]([F:27])([F:26])[F:25])[CH:19]=2)=[O:16])[N:3]=1.[CH2:32]([N:34]([CH2:38][CH3:39])[CH2:35][CH2:36]O)[CH3:33].[C:40]1(P([C:40]2[CH:45]=[CH:44]C=[CH:42][CH:41]=2)[C:40]2[CH:45]=[CH:44]C=[CH:42][CH:41]=2)[CH:45]=[CH:44]C=[CH:42][CH:41]=1.CCOC(/[N:64]=N/C(OCC)=O)=O. Product: [CH2:32]([N:34]([CH2:38][CH3:39])[CH2:35][CH2:36][N:8]1[C:6]2=[N:7][C:2]([C:41]3[CH:42]=[N:64][CH:44]=[CH:45][CH:40]=3)=[N:3][C:4]([NH:11][C:12]3[CH:13]=[C:14]([CH:28]=[CH:29][C:30]=3[CH3:31])[C:15]([NH:17][C:18]3[CH:23]=[CH:22][CH:21]=[C:20]([C:24]([F:26])([F:27])[F:25])[CH:19]=3)=[O:16])=[C:5]2[CH:10]=[N:9]1)[CH3:33]. The catalyst class is: 1. (7) Reactant: [C:1]([C:5]1[CH:6]=[C:7]([NH:17][C:18](=[O:40])[C:19]([C:21]2[C:30]3[C:25](=[CH:26][CH:27]=[CH:28][CH:29]=3)[C:24]([O:31][CH2:32][CH2:33][N:34]3[CH2:39][CH2:38][O:37][CH2:36][CH2:35]3)=[CH:23][CH:22]=2)=O)[N:8]([C:10]2[CH:15]=[CH:14][C:13]([CH3:16])=[CH:12][CH:11]=2)[N:9]=1)([CH3:4])([CH3:3])[CH3:2].Cl.[CH3:42][O:43][NH2:44].N1C=CC=CC=1. Product: [C:1]([C:5]1[CH:6]=[C:7]([NH:17][C:18](=[O:40])[C:19](=[N:44][O:43][CH3:42])[C:21]2[C:30]3[C:25](=[CH:26][CH:27]=[CH:28][CH:29]=3)[C:24]([O:31][CH2:32][CH2:33][N:34]3[CH2:39][CH2:38][O:37][CH2:36][CH2:35]3)=[CH:23][CH:22]=2)[N:8]([C:10]2[CH:11]=[CH:12][C:13]([CH3:16])=[CH:14][CH:15]=2)[N:9]=1)([CH3:4])([CH3:3])[CH3:2]. The catalyst class is: 14. (8) Reactant: B([O-])O[CH2:3][CH2:4][CH2:5][CH2:6][CH2:7][CH2:8][CH2:9][CH3:10].C=CCCCCCC.B1C2CCCC1CCC2.[OH-].[Na+].[C:31]([O:35][C:36]([N:38]1[C:46]2[C:41](=[CH:42][CH:43]=[C:44](Br)[CH:45]=2)[C:40]([CH2:48][OH:49])=[CH:39]1)=[O:37])([CH3:34])([CH3:33])[CH3:32]. Product: [C:31]([O:35][C:36]([N:38]1[C:46]2[C:41](=[CH:42][CH:43]=[C:44]([CH2:3][CH2:4][CH2:5][CH2:6][CH2:7][CH2:8][CH2:9][CH3:10])[CH:45]=2)[C:40]([CH2:48][OH:49])=[CH:39]1)=[O:37])([CH3:34])([CH3:33])[CH3:32]. The catalyst class is: 1. (9) Reactant: [Br:1][C:2]1[CH:7]=[CH:6][C:5]([C:8]([CH3:15])([CH3:14])[C:9](OCC)=[O:10])=[CH:4][CH:3]=1.[H-].[H-].[H-].[H-].[Li+].[Al+3]. Product: [Br:1][C:2]1[CH:3]=[CH:4][C:5]([C:8]([CH3:15])([CH3:14])[CH2:9][OH:10])=[CH:6][CH:7]=1. The catalyst class is: 1.